From a dataset of Full USPTO retrosynthesis dataset with 1.9M reactions from patents (1976-2016). Predict the reactants needed to synthesize the given product. Given the product [Cl:1][C:2]1[C:10]2[N:9]=[C:8]3[N:11]([C:15]4[C:16]([CH3:23])=[N:17][C:18]([O:21][CH3:22])=[CH:19][CH:20]=4)[CH2:12][CH2:13][CH2:14][N:7]3[C:6]=2[C:5]([CH:24]([CH:26]2[CH2:28][CH2:27]2)[OH:25])=[CH:4][CH:3]=1, predict the reactants needed to synthesize it. The reactants are: [Cl:1][C:2]1[CH:3]=[CH:4][C:5]([CH:24]=[O:25])=[C:6]2[C:10]=1[N:9]=[C:8]1[N:11]([C:15]3[C:16]([CH3:23])=[N:17][C:18]([O:21][CH3:22])=[CH:19][CH:20]=3)[CH2:12][CH2:13][CH2:14][N:7]21.[CH:26]1([Mg]Br)[CH2:28][CH2:27]1.